Dataset: CYP2D6 inhibition data for predicting drug metabolism from PubChem BioAssay. Task: Regression/Classification. Given a drug SMILES string, predict its absorption, distribution, metabolism, or excretion properties. Task type varies by dataset: regression for continuous measurements (e.g., permeability, clearance, half-life) or binary classification for categorical outcomes (e.g., BBB penetration, CYP inhibition). Dataset: cyp2d6_veith. (1) The drug is NCc1nnn(Cc2ccccc2)c1N.O=P(O)(O)O. The result is 0 (non-inhibitor). (2) The compound is CC(=O)OC[C@@H]1O[C@@H](O/N=C2/C[C@@H](O)[C@@H](O)[C@@H]3[C@@H]4C(=O)N(Cc5ccccc5)C(=O)[C@H]4CC[C@@H]23)[C@H](OC(C)=O)[C@H](OC(C)=O)[C@@H]1OC(C)=O. The result is 1 (inhibitor). (3) The molecule is O=C(O)[C@H](Cc1cnc[nH]1)N1C(=O)c2ccccc2C1=O. The result is 0 (non-inhibitor). (4) The drug is Nc1ncnc2nc(-c3ccccc3)cc(-c3ccc(F)cc3)c12. The result is 0 (non-inhibitor). (5) The drug is O=C(Nc1cccc(F)c1)/C(=C\c1ccco1)NC(=O)c1cccs1. The result is 0 (non-inhibitor). (6) The molecule is O=C(CCCCCn1c(=S)[nH]c2ccccc2c1=O)NCc1ccc2c(c1)OCO2. The result is 1 (inhibitor). (7) The compound is COc1ccc(-c2c[n+]3c4n2CCCCC4=C(c2ccccc2)C3)cc1.[Br-]. The result is 1 (inhibitor). (8) The drug is CN1CCN(C2CC(=O)N(Cc3ccc(N4CCCC4=O)cc3)C2=O)CC1. The result is 0 (non-inhibitor). (9) The molecule is CCC(CC)C(=O)Nc1c2cnn(-c3ccccc3)c2nc(=O)n1-c1ccccc1. The result is 0 (non-inhibitor).